From a dataset of Full USPTO retrosynthesis dataset with 1.9M reactions from patents (1976-2016). Predict the reactants needed to synthesize the given product. (1) Given the product [Cl:1][C:2]1[N:7]=[C:6]([NH:8][C:16]([CH:13]2[CH2:15][CH2:14]2)=[O:17])[CH:5]=[C:4]([C:9]([F:12])([F:10])[F:11])[CH:3]=1, predict the reactants needed to synthesize it. The reactants are: [Cl:1][C:2]1[N:7]=[C:6]([NH2:8])[CH:5]=[C:4]([C:9]([F:12])([F:11])[F:10])[CH:3]=1.[CH:13]1([C:16](Cl)=[O:17])[CH2:15][CH2:14]1.C(N(CC)CC)C.C(=O)([O-])O.[Na+]. (2) Given the product [CH2:1]([O:3][C:4](=[O:30])[C:5]1[CH:10]=[CH:9][C:8]([C:11]2[N:29]=[C:14]3[N:15]([CH2:20][C:21]4[CH:26]=[CH:25][C:24]([O:27][CH3:28])=[CH:23][CH:22]=4)[CH:16]=[N:17][C:18]([O:41][C:40]4[C:32]([F:31])=[C:33]5[C:37](=[CH:38][CH:39]=4)[NH:36][C:35]([CH3:42])=[CH:34]5)=[C:13]3[CH:12]=2)=[CH:7][CH:6]=1)[CH3:2], predict the reactants needed to synthesize it. The reactants are: [CH2:1]([O:3][C:4](=[O:30])[C:5]1[CH:10]=[CH:9][C:8]([C:11]2[N:29]=[C:14]3[N:15]([CH2:20][C:21]4[CH:26]=[CH:25][C:24]([O:27][CH3:28])=[CH:23][CH:22]=4)[CH:16]=[N:17][C:18](Cl)=[C:13]3[CH:12]=2)=[CH:7][CH:6]=1)[CH3:2].[F:31][C:32]1[C:40]([OH:41])=[CH:39][CH:38]=[C:37]2[C:33]=1[CH:34]=[C:35]([CH3:42])[NH:36]2.C([O-])([O-])=O.[K+].[K+]. (3) Given the product [Br:1][C:2]1[CH:3]=[N:4][CH:5]=[C:6]([CH2:8][S:11]([CH3:10])(=[O:13])=[O:12])[CH:7]=1, predict the reactants needed to synthesize it. The reactants are: [Br:1][C:2]1[CH:3]=[N:4][CH:5]=[C:6]([CH2:8]Br)[CH:7]=1.[CH3:10][S:11]([O-:13])=[O:12].[Na+].CN(C=O)C. (4) Given the product [F:39][C:40]1[CH:45]=[C:44](/[CH:46]=[CH:3]/[O:4][CH3:5])[CH:43]=[C:42]([F:48])[C:41]=1[C:49]1[N:54]=[C:53]([C:55]([O:57][CH3:58])=[O:56])[CH:52]=[CH:51][C:50]=1[F:59], predict the reactants needed to synthesize it. The reactants are: C1[CH2:5][O:4][CH2:3]C1.[Li+].C[Si]([N-][Si](C)(C)C)(C)C.[Cl-].COC[P+](C1C=CC=CC=1)(C1C=CC=CC=1)C1C=CC=CC=1.[F:39][C:40]1[CH:45]=[C:44]([CH:46]=O)[CH:43]=[C:42]([F:48])[C:41]=1[C:49]1[N:54]=[C:53]([C:55]([O:57][CH3:58])=[O:56])[CH:52]=[CH:51][C:50]=1[F:59]. (5) Given the product [F:14][C:15]1[CH:16]=[C:17]([CH:18]2[C:2]3[NH:1][C:9]4[C:4](=[CH:5][CH:6]=[CH:7][CH:8]=4)[C:3]=3[CH2:10][CH:11]([CH3:12])[NH:13]2)[CH:20]=[CH:21][CH:22]=1, predict the reactants needed to synthesize it. The reactants are: [NH:1]1[C:9]2[C:4](=[CH:5][CH:6]=[CH:7][CH:8]=2)[C:3]([CH2:10][CH:11]([NH2:13])[CH3:12])=[CH:2]1.[F:14][C:15]1[CH:16]=[C:17]([CH:20]=[CH:21][CH:22]=1)[CH:18]=O.